This data is from Reaction yield outcomes from USPTO patents with 853,638 reactions. The task is: Predict the reaction yield, written as a fraction of the theoretical maximum amount of product (1.0 means a 100% yield; for example, 0.34 means a 34% yield). (1) The reactants are C(OC([NH:8][C:9]1[C:14]([C:15]([OH:17])=[O:16])=[C:13]([O:18][CH3:19])[C:12]([O:20][CH3:21])=[CH:11][CH:10]=1)=O)(C)(C)C.[ClH:22].O1CCOCC1. No catalyst specified. The product is [ClH:22].[NH2:8][C:9]1[C:14]([C:15]([OH:17])=[O:16])=[C:13]([O:18][CH3:19])[C:12]([O:20][CH3:21])=[CH:11][CH:10]=1. The yield is 0.910. (2) The reactants are [O:1]1[CH2:4][CH:3]([N:5]2[CH:9]=[C:8]([NH2:10])[N:7]=[CH:6]2)[CH2:2]1.[C:11]([O:14][CH2:15][C:16]1[C:17]([N:31]2[CH2:42][CH2:41][N:40]3[C:33](=[CH:34][C:35]4[CH2:36][C:37]([CH3:44])([CH3:43])[CH2:38][C:39]=43)[C:32]2=[O:45])=[N:18][CH:19]=[CH:20][C:21]=1[C:22]1[CH:27]=[C:26](Br)[C:25](=[O:29])[N:24]([CH3:30])[CH:23]=1)(=[O:13])[CH3:12].CC1(C)C2C(=C(P(C3C=CC=CC=3)C3C=CC=CC=3)C=CC=2)OC2C(P(C3C=CC=CC=3)C3C=CC=CC=3)=CC=CC1=2.C(=O)([O-])[O-].[Cs+].[Cs+]. The catalyst is C1C=CC(/C=C/C(/C=C/C2C=CC=CC=2)=O)=CC=1.C1C=CC(/C=C/C(/C=C/C2C=CC=CC=2)=O)=CC=1.C1C=CC(/C=C/C(/C=C/C2C=CC=CC=2)=O)=CC=1.[Pd].[Pd].O1CCOCC1. The product is [C:11]([O:14][CH2:15][C:16]1[C:17]([N:31]2[CH2:42][CH2:41][N:40]3[C:33](=[CH:34][C:35]4[CH2:36][C:37]([CH3:44])([CH3:43])[CH2:38][C:39]=43)[C:32]2=[O:45])=[N:18][CH:19]=[CH:20][C:21]=1[C:22]1[CH:27]=[C:26]([NH:10][C:8]2[N:7]=[CH:6][N:5]([CH:3]3[CH2:4][O:1][CH2:2]3)[CH:9]=2)[C:25](=[O:29])[N:24]([CH3:30])[CH:23]=1)(=[O:13])[CH3:12]. The yield is 0.470. (3) The reactants are [CH3:1]/[C:2](/[CH2:6][CH2:7]/[CH:8]=[C:9](\[CH3:16])/[CH2:10][CH2:11][CH:12]=[C:13]([CH3:15])[CH3:14])=[CH:3]\[CH2:4][OH:5].CC(C)[O-].[Al+3].CC(C)[O-].CC(C)[O-].[N+](C1C=C(C=CC=1)C=O)([O-])=O.Cl. The product is [CH3:1]/[C:2](/[CH2:6][CH2:7]/[CH:8]=[C:9](\[CH3:16])/[CH2:10][CH2:11][CH:12]=[C:13]([CH3:15])[CH3:14])=[CH:3]\[CH:4]=[O:5]. The yield is 0.960. The catalyst is C1CCCCC1.CCCCCC. (4) The reactants are O[CH2:2][CH2:3][N:4]([CH:38]([CH3:40])[CH3:39])[C:5]([C:7]1[C:12]([O:13][CH2:14][C:15]2[CH:20]=[CH:19][CH:18]=[CH:17][CH:16]=2)=[C:11]([OH:21])[N:10]=[C:9]([CH2:22][C:23]2(C3C=CC4C(=CC=CC=4)C=3)[CH2:27][CH2:26][CH2:25][CH2:24]2)[N:8]=1)=[O:6].C(OC1C(=O)N=C(C[C:57]2([C:62]3[CH:67]=[C:66](Cl)[CH:65]=[CH:64][C:63]=3Cl)[CH2:61][CH2:60][CH2:59]C2)N2CCN(C(C)C)C(=O)C=12)C1C=CC=CC=1. No catalyst specified. The product is [CH2:14]([O:13][C:12]1[C:11](=[O:21])[N:10]=[C:9]([CH2:22][C:23]2([C:61]3[CH:60]=[CH:59][C:63]4[C:62](=[CH:67][CH:66]=[CH:65][CH:64]=4)[CH:57]=3)[CH2:27][CH2:26][CH2:25][CH2:24]2)[N:8]2[CH2:2][CH2:3][N:4]([CH:38]([CH3:40])[CH3:39])[C:5](=[O:6])[C:7]=12)[C:15]1[CH:20]=[CH:19][CH:18]=[CH:17][CH:16]=1. The yield is 0.413. (5) The yield is 0.900. The product is [Br:1][C:2]1[CH:10]=[CH:9][C:5]([C:6]([O:8][CH2:12][CH3:13])=[O:7])=[CH:4][C:3]=1[OH:11]. The catalyst is C1C=CC=CC=1. The reactants are [Br:1][C:2]1[CH:10]=[CH:9][C:5]([C:6]([OH:8])=[O:7])=[CH:4][C:3]=1[OH:11].[CH3:12][CH2:13]O.CS(O)(=O)=O. (6) The reactants are [C:1]1([CH:7]2[N:12](N)[C:11]3[CH:14]=[CH:15][CH:16]=[CH:17][C:10]=3[O:9][CH2:8]2)[CH:6]=[CH:5][CH:4]=[CH:3][CH:2]=1.[C:18]1(=O)[CH2:23][CH2:22][CH2:21][C:20](=[O:24])[CH2:19]1.O.C1(C)C=CC(S(O)(=O)=O)=CC=1. The catalyst is C1(C)C=CC=CC=1. The product is [C:1]1([CH:7]2[N:12]3[C:11]4[C:14]([C:19]5[C:20](=[O:24])[CH2:21][CH2:22][CH2:23][C:18]=53)=[CH:15][CH:16]=[CH:17][C:10]=4[O:9][CH2:8]2)[CH:6]=[CH:5][CH:4]=[CH:3][CH:2]=1. The yield is 0.340.